From a dataset of Full USPTO retrosynthesis dataset with 1.9M reactions from patents (1976-2016). Predict the reactants needed to synthesize the given product. (1) Given the product [CH:48]([OH:49])=[O:61].[C:1]([C:5]1[CH:9]=[C:8]([NH:10][C:11]([NH:13][C@@H:14]2[C:23]3[C:18](=[CH:19][CH:20]=[CH:21][CH:22]=3)[C@H:17]([O:24][C:25]3[CH:26]=[CH:27][C:28]4[N:29]([C:31]([N:34]5[CH2:39][CH2:38][CH2:37][CH2:36][C@@H:35]5[CH3:40])=[N:32][N:33]=4)[CH:30]=3)[CH2:16][CH2:15]2)=[O:12])[N:7]([C:41]2[CH:46]=[CH:45][CH:44]=[C:43]([CH2:47][CH2:48][N:56]([CH2:54][CH3:55])[CH3:57])[CH:42]=2)[N:6]=1)([CH3:4])([CH3:2])[CH3:3], predict the reactants needed to synthesize it. The reactants are: [C:1]([C:5]1[CH:9]=[C:8]([NH:10][C:11]([NH:13][C@@H:14]2[C:23]3[C:18](=[CH:19][CH:20]=[CH:21][CH:22]=3)[C@H:17]([O:24][C:25]3[CH:26]=[CH:27][C:28]4[N:29]([C:31]([N:34]5[CH2:39][CH2:38][CH2:37][CH2:36][C@@H:35]5[CH3:40])=[N:32][N:33]=4)[CH:30]=3)[CH2:16][CH2:15]2)=[O:12])[N:7]([C:41]2[CH:42]=[C:43]([CH2:47][CH2:48][O:49]S(C)(=O)=O)[CH:44]=[CH:45][CH:46]=2)[N:6]=1)([CH3:4])([CH3:3])[CH3:2].[CH2:54]([NH:56][CH3:57])[CH3:55].C1C[O:61]CC1. (2) Given the product [Cl:1][C:2]1[CH:7]=[CH:6][C:5]([C:8]2([OH:35])[CH2:13][CH2:12][N:11]([CH2:14][CH2:15][C:16]([N:18]3[CH2:24][CH2:23][CH2:22][O:21][CH:20]([CH2:25][C:26]4[CH:27]=[CH:28][C:29]([F:32])=[CH:30][CH:31]=4)[CH2:19]3)=[O:17])[CH2:10][C:9]2([CH3:33])[CH3:34])=[CH:4][CH:3]=1, predict the reactants needed to synthesize it. The reactants are: [Cl:1][C:2]1[CH:7]=[CH:6][C:5]([C@@:8]2([OH:35])[CH2:13][CH2:12][N:11]([CH2:14][CH2:15][C:16]([N:18]3[CH2:24][CH2:23][CH2:22][O:21][C@@H:20]([CH2:25][C:26]4[CH:31]=[CH:30][C:29]([F:32])=[CH:28][CH:27]=4)[CH2:19]3)=[O:17])[CH2:10][C:9]2([CH3:34])[CH3:33])=[CH:4][CH:3]=1.ClC1C=CC([C@]2(O)CCN(CCC(N3CCCO[C@@H](CC4C=CC(F)=CC=4)C3)=O)CC2(C)C)=CC=1. (3) Given the product [ClH:28].[NH:17]1[CH2:18][CH:15]([C:12]2[CH:11]=[CH:10][C:9]([NH:8][C:6]3[C:5](=[O:26])[N:4]([CH3:27])[CH:3]=[C:2]([Br:1])[N:7]=3)=[CH:14][CH:13]=2)[CH2:16]1, predict the reactants needed to synthesize it. The reactants are: [Br:1][C:2]1[N:7]=[C:6]([NH:8][C:9]2[CH:14]=[CH:13][C:12]([CH:15]3[CH2:18][N:17](C(OC(C)(C)C)=O)[CH2:16]3)=[CH:11][CH:10]=2)[C:5](=[O:26])[N:4]([CH3:27])[CH:3]=1.[ClH:28].O1CCOCC1.